Dataset: NCI-60 drug combinations with 297,098 pairs across 59 cell lines. Task: Regression. Given two drug SMILES strings and cell line genomic features, predict the synergy score measuring deviation from expected non-interaction effect. (1) Drug 1: CCCS(=O)(=O)NC1=C(C(=C(C=C1)F)C(=O)C2=CNC3=C2C=C(C=N3)C4=CC=C(C=C4)Cl)F. Drug 2: C1=NC2=C(N1)C(=S)N=CN2. Cell line: K-562. Synergy scores: CSS=15.5, Synergy_ZIP=-4.54, Synergy_Bliss=-11.7, Synergy_Loewe=-55.1, Synergy_HSA=-13.4. (2) Drug 1: C(CC(=O)O)C(=O)CN.Cl. Drug 2: COCCOC1=C(C=C2C(=C1)C(=NC=N2)NC3=CC=CC(=C3)C#C)OCCOC.Cl. Cell line: OVCAR-4. Synergy scores: CSS=15.4, Synergy_ZIP=-3.84, Synergy_Bliss=-0.997, Synergy_Loewe=0.672, Synergy_HSA=0.727. (3) Drug 1: CN(C)C1=NC(=NC(=N1)N(C)C)N(C)C. Cell line: MDA-MB-435. Synergy scores: CSS=-10.2, Synergy_ZIP=2.79, Synergy_Bliss=-5.94, Synergy_Loewe=-11.5, Synergy_HSA=-11.0. Drug 2: COCCOC1=C(C=C2C(=C1)C(=NC=N2)NC3=CC=CC(=C3)C#C)OCCOC.Cl.